This data is from Full USPTO retrosynthesis dataset with 1.9M reactions from patents (1976-2016). The task is: Predict the reactants needed to synthesize the given product. (1) Given the product [N:15]1[CH:20]=[CH:19][CH:18]=[CH:17][C:16]=1[CH:6]=[CH:5][C:3]#[N:4], predict the reactants needed to synthesize it. The reactants are: [H-].[Na+].[C:3]([CH2:5][CH2:6]P(=O)(OCC)OCC)#[N:4].[N:15]1[CH:20]=[CH:19][CH:18]=[CH:17][C:16]=1C=O.O. (2) Given the product [F:1][C:2]1[CH:7]=[CH:6][C:5]([C:8]([F:11])([F:9])[F:10])=[CH:4][C:3]=1[NH:12][C:13]([NH:15][C:16]1[CH:21]=[CH:20][C:19](/[C:22](/[C:28]2[CH:33]=[CH:32][CH:31]=[C:30]([O:34][CH3:35])[CH:29]=2)=[CH:23]\[C:24]([NH2:26])=[O:25])=[CH:18][CH:17]=1)=[O:14], predict the reactants needed to synthesize it. The reactants are: [F:1][C:2]1[CH:7]=[CH:6][C:5]([C:8]([F:11])([F:10])[F:9])=[CH:4][C:3]=1[NH:12][C:13]([NH:15][C:16]1[CH:21]=[CH:20][C:19]([C:22]#[C:23][C:24]([NH2:26])=[O:25])=[CH:18][CH:17]=1)=[O:14].I[C:28]1[CH:29]=[C:30]([O:34][CH3:35])[CH:31]=[CH:32][CH:33]=1.C(NCC)C.C(O)=O. (3) Given the product [CH:40]1([N:37]2[CH2:36][CH2:35][N:34]([S:31]([C:26]3[CH:27]=[CH:28][CH:29]=[CH:30][C:25]=3[C:6]3[CH:5]=[CH:4][C:3]([C:17]4[N:18]=[CH:19][C:20]([NH2:23])=[N:21][CH:22]=4)=[C:2]([F:1])[CH:7]=3)(=[O:33])=[O:32])[CH2:39][CH2:38]2)[CH2:42][CH2:41]1, predict the reactants needed to synthesize it. The reactants are: [F:1][C:2]1[CH:7]=[C:6](B2OC(C)(C)C(C)(C)O2)[CH:5]=[CH:4][C:3]=1[C:17]1[N:18]=[CH:19][C:20]([NH2:23])=[N:21][CH:22]=1.Br[C:25]1[CH:30]=[CH:29][CH:28]=[CH:27][C:26]=1[S:31]([N:34]1[CH2:39][CH2:38][N:37]([CH:40]2[CH2:42][CH2:41]2)[CH2:36][CH2:35]1)(=[O:33])=[O:32]. (4) Given the product [CH2:24]([N:26]([CH2:27][C:28]1[CH:33]=[CH:32][CH:31]=[C:30]([CH3:34])[N:29]=1)[C:21](=[O:22])[CH2:20][N:9]([C:4]1[CH:5]=[CH:6][CH:7]=[CH:8][C:3]=1[O:2][CH3:1])[S:10]([C:13]1[C:18]([CH3:19])=[CH:17][CH:16]=[CH:15][N:14]=1)(=[O:12])=[O:11])[CH3:25], predict the reactants needed to synthesize it. The reactants are: [CH3:1][O:2][C:3]1[CH:8]=[CH:7][CH:6]=[CH:5][C:4]=1[N:9]([CH2:20][C:21](O)=[O:22])[S:10]([C:13]1[C:18]([CH3:19])=[CH:17][CH:16]=[CH:15][N:14]=1)(=[O:12])=[O:11].[CH2:24]([NH:26][CH2:27][C:28]1[CH:33]=[CH:32][CH:31]=[C:30]([CH3:34])[N:29]=1)[CH3:25]. (5) Given the product [CH2:24]([O:31][C:32]([NH:16][NH:15][C@@:2]([CH3:1])([CH2:3][C:4]1[CH:9]=[CH:8][C:7]([OH:10])=[C:6]([OH:11])[CH:5]=1)[C:12]([OH:14])=[O:13])=[O:33])[C:25]1[CH:30]=[CH:29][CH:28]=[CH:27][CH:26]=1.[CH2:37]1[CH2:36][O:41][CH2:39][CH2:38]1, predict the reactants needed to synthesize it. The reactants are: [CH3:1][C@@:2]([NH:15][NH2:16])([C:12]([OH:14])=[O:13])[CH2:3][C:4]1[CH:9]=[CH:8][C:7]([OH:10])=[C:6]([OH:11])[CH:5]=1.O.C(=O)(O)[O-].[Na+].O.[CH2:24]([O:31][C:32](ON1[C:39](=O)[CH2:38][CH2:37][C:36]1=[O:41])=[O:33])[C:25]1[CH:30]=[CH:29][CH:28]=[CH:27][CH:26]=1.